From a dataset of Full USPTO retrosynthesis dataset with 1.9M reactions from patents (1976-2016). Predict the reactants needed to synthesize the given product. (1) Given the product [C:1]([O:5][C:6](=[O:31])[CH2:7][C:8]1[CH:24]=[CH:23][C:11]([O:12][C:13]2[CH:22]=[CH:21][C:16]([C:17]([OH:19])=[O:18])=[CH:15][CH:14]=2)=[C:10]([CH2:25][NH:26][S:27]([CH3:30])(=[O:29])=[O:28])[CH:9]=1)([CH3:3])([CH3:4])[CH3:2], predict the reactants needed to synthesize it. The reactants are: [C:1]([O:5][C:6](=[O:31])[CH2:7][C:8]1[CH:24]=[CH:23][C:11]([O:12][C:13]2[CH:22]=[CH:21][C:16]([C:17]([O:19]C)=[O:18])=[CH:15][CH:14]=2)=[C:10]([CH2:25][NH:26][S:27]([CH3:30])(=[O:29])=[O:28])[CH:9]=1)([CH3:4])([CH3:3])[CH3:2].O[Li].O. (2) Given the product [S:10]1[C:6]([CH2:5][CH2:4][NH2:1])=[CH:7][C:8]2[CH:14]=[CH:13][CH:12]=[CH:11][C:9]1=2, predict the reactants needed to synthesize it. The reactants are: [N+:1]([CH:4]=[CH:5][C:6]1[S:10][C:9]2[CH:11]=[CH:12][CH:13]=[CH:14][C:8]=2[CH:7]=1)([O-])=O.[H-].[H-].[H-].[H-].[Li+].[Al+3]. (3) Given the product [C:1]([O:5][C:6](=[O:19])[N:7]([C:11]1[CH:16]=[CH:15][C:14]([F:17])=[C:13]([F:18])[CH:12]=1)[CH2:8][CH2:9][NH:35][CH2:34][C:27]1([C:24]2[CH:23]=[CH:22][C:21]([I:20])=[CH:26][CH:25]=2)[CH2:32][CH2:31][N:30]([CH3:33])[CH2:29][CH2:28]1)([CH3:4])([CH3:3])[CH3:2], predict the reactants needed to synthesize it. The reactants are: [C:1]([O:5][C:6](=[O:19])[N:7]([C:11]1[CH:16]=[CH:15][C:14]([F:17])=[C:13]([F:18])[CH:12]=1)[CH2:8][CH:9]=O)([CH3:4])([CH3:3])[CH3:2].[I:20][C:21]1[CH:26]=[CH:25][C:24]([C:27]2([CH2:34][NH2:35])[CH2:32][CH2:31][N:30]([CH3:33])[CH2:29][CH2:28]2)=[CH:23][CH:22]=1.[BH4-].[Na+]. (4) Given the product [Cl:3][C:4]1[C:10]([Cl:11])=[CH:9][C:7]([O:8][CH2:19][C:18]([OH:17])=[O:21])=[C:6]([O:12][C:35]2[CH:36]=[CH:37][C:32]([S:29]([CH3:28])(=[O:31])=[O:30])=[CH:33][C:34]=2[Cl:39])[CH:5]=1, predict the reactants needed to synthesize it. The reactants are: [H-].[Na+].[Cl:3][C:4]1[CH:5]=[C:6]([OH:12])[C:7](=[CH:9][C:10]=1[Cl:11])[OH:8].C([O:17][C:18](=[O:21])[CH2:19]Br)(C)(C)C.C(=O)([O-])[O-].[K+].[K+].[CH3:28][S:29]([C:32]1[CH:37]=[CH:36][C:35](F)=[C:34]([Cl:39])[CH:33]=1)(=[O:31])=[O:30]. (5) Given the product [O:42]1[C:38]2[CH:37]=[CH:36][C:35]([C:2]3[CH:7]=[CH:6][C:5]([N:8]4[C:12]([CH2:13][C@@H:14]5[CH2:18][CH2:17][N:16]([C:19]([CH:21]6[CH2:23][CH2:22]6)=[O:20])[CH2:15]5)=[N:11][NH:10][C:9]4=[O:24])=[C:4]([F:25])[C:3]=3[F:26])=[CH:43][C:39]=2[CH:40]=[CH:41]1, predict the reactants needed to synthesize it. The reactants are: Br[C:2]1[CH:7]=[CH:6][C:5]([N:8]2[C:12]([CH2:13][C@@H:14]3[CH2:18][CH2:17][N:16]([C:19]([CH:21]4[CH2:23][CH2:22]4)=[O:20])[CH2:15]3)=[N:11][NH:10][C:9]2=[O:24])=[C:4]([F:25])[C:3]=1[F:26].CC1(C)C(C)(C)OB([C:35]2[CH:36]=[CH:37][C:38]3[O:42][CH:41]=[CH:40][C:39]=3[CH:43]=2)O1.C(=O)([O-])[O-].[Cs+].[Cs+]. (6) Given the product [C:1]([C:5]1[CH:6]=[C:7]2[C:12](=[O:13])[N:20]([CH2:16][CH:17]([CH3:19])[CH3:18])[C:9](=[O:11])[C:8]2=[CH:14][CH:15]=1)([CH3:2])([CH3:3])[CH3:4], predict the reactants needed to synthesize it. The reactants are: [C:1]([C:5]1[CH:6]=[C:7]2[C:12](=[O:13])[O:11][C:9](=O)[C:8]2=[CH:14][CH:15]=1)([CH3:4])([CH3:3])[CH3:2].[CH2:16]([NH2:20])[CH:17]([CH3:19])[CH3:18].C1(C)C=CC(S(O)(=O)=O)=CC=1. (7) Given the product [CH3:26][O:25][C:18]1[C:17]([CH2:16][O:12][N:11]=[C:9]([C:4]2[CH:3]=[C:2]([CH3:1])[CH:7]=[C:6]([CH3:8])[N:5]=2)[CH3:10])=[C:22]([O:23][CH3:24])[CH:21]=[CH:20][N:19]=1, predict the reactants needed to synthesize it. The reactants are: [CH3:1][C:2]1[CH:7]=[C:6]([CH3:8])[N:5]=[C:4]([C:9](=[N:11][OH:12])[CH3:10])[CH:3]=1.[H-].[Na+].Br[CH2:16][C:17]1[C:18]([O:25][CH3:26])=[N:19][CH:20]=[CH:21][C:22]=1[O:23][CH3:24]. (8) Given the product [F:32][C:33]1[CH:38]=[CH:37][CH:36]=[CH:35][C:34]=1[C:12]1[N:17]=[C:16]2[N:18]([CH2:21][C:22]3[CH:23]=[C:24]4[C:29](=[CH:30][CH:31]=3)[N:28]=[CH:27][CH:26]=[CH:25]4)[N:19]=[N:20][C:15]2=[CH:14][CH:13]=1, predict the reactants needed to synthesize it. The reactants are: FC1C=C([C:12]2[N:17]=[C:16]3[N:18]([CH2:21][C:22]4[CH:23]=[C:24]5[C:29](=[CH:30][CH:31]=4)[N:28]=[CH:27][CH:26]=[CH:25]5)[N:19]=[N:20][C:15]3=[CH:14][CH:13]=2)C=CC=1C(NC)=O.[F:32][C:33]1[CH:38]=[CH:37][CH:36]=[CH:35][C:34]=1B(O)O.C(=O)([O-])[O-].[K+].[K+].O1CCOCC1. (9) Given the product [O:1]=[C:2]1[C:7]2[CH:8]=[CH:9][CH:10]=[CH:11][C:6]=2[S:5][C:4]([C:12]2[N:17]=[C:16]([CH2:18][CH2:19][CH2:20][CH2:21][CH2:22][CH2:23][C:24]([OH:26])=[O:25])[CH:15]=[CH:14][CH:13]=2)=[N:3]1, predict the reactants needed to synthesize it. The reactants are: [O:1]=[C:2]1[C:7]2[CH:8]=[CH:9][CH:10]=[CH:11][C:6]=2[S:5][C:4]([C:12]2[N:17]=[C:16]([CH2:18][CH2:19][CH2:20][CH2:21][CH2:22][CH2:23][C:24]([O:26]CC[Si](C)(C)C)=[O:25])[CH:15]=[CH:14][CH:13]=2)=[N:3]1.[F-].C([N+](CCCC)(CCCC)CCCC)CCC.O1CCCC1. (10) Given the product [Cl:1][C:2]1[CH:7]=[CH:6][C:5]([C:8]2[CH:9]=[C:10]3[C:16]([C:17](=[O:18])[C:19]4[C:24]([F:25])=[CH:23][CH:22]=[C:21]([NH:26][S:27]([CH2:30][CH2:31][CH3:32])(=[O:28])=[O:29])[C:20]=4[F:33])=[CH:15][N:14]([CH:48]([O:47][C:45](=[O:46])[CH:44]([NH:43][C:41]([O:40][C:36]([CH3:37])([CH3:38])[CH3:39])=[O:42])[CH:51]([CH3:52])[CH3:53])[CH3:49])[C:11]3=[N:12][CH:13]=2)=[CH:4][CH:3]=1, predict the reactants needed to synthesize it. The reactants are: [Cl:1][C:2]1[CH:7]=[CH:6][C:5]([C:8]2[CH:9]=[C:10]3[C:16]([C:17]([C:19]4[C:20]([F:33])=[C:21]([NH:26][S:27]([CH2:30][CH2:31][CH3:32])(=[O:29])=[O:28])[CH:22]=[CH:23][C:24]=4[F:25])=[O:18])=[CH:15][NH:14][C:11]3=[N:12][CH:13]=2)=[CH:4][CH:3]=1.[OH-].[K+].[C:36]([O:40][C:41]([NH:43][CH:44]([CH:51]([CH3:53])[CH3:52])[C:45]([O:47][CH:48](Cl)[CH3:49])=[O:46])=[O:42])([CH3:39])([CH3:38])[CH3:37].